This data is from Forward reaction prediction with 1.9M reactions from USPTO patents (1976-2016). The task is: Predict the product of the given reaction. (1) The product is: [C@@H:21]12[CH2:27][C@@H:24]([CH:25]=[CH:26]1)[CH2:23][C@H:22]2[CH2:28][C:29]([NH:1][N:2]1[N:11]=[C:10]([C:12]2[CH:17]=[CH:16][C:15]([CH3:18])=[CH:14][C:13]=2[CH3:19])[C:9]2[C:4](=[CH:5][CH:6]=[CH:7][CH:8]=2)[C:3]1=[O:20])=[O:30]. Given the reactants [NH2:1][N:2]1[N:11]=[C:10]([C:12]2[CH:17]=[CH:16][C:15]([CH3:18])=[CH:14][C:13]=2[CH3:19])[C:9]2[C:4](=[CH:5][CH:6]=[CH:7][CH:8]=2)[C:3]1=[O:20].[C@@H:21]12[CH2:27][C@@H:24]([CH:25]=[CH:26]1)[CH2:23][C@H:22]2[CH2:28][C:29](O)=[O:30], predict the reaction product. (2) Given the reactants [C:1]([O:20][CH2:21][CH2:22][O:23][C:24]1[CH:29]=[C:28]([N+:30]([O-:32])=[O:31])[C:27]([CH:33]([OH:35])[CH3:34])=[CH:26][C:25]=1[O:36][CH3:37])(=[O:19])[CH2:2][CH2:3][CH2:4][CH2:5][CH2:6][CH2:7][CH2:8][CH2:9][CH2:10][CH2:11][CH2:12][CH2:13][CH2:14][CH2:15][CH2:16][CH2:17][CH3:18].Cl[C:39]([O:41][C:42]1[CH:47]=[CH:46][C:45]([N+:48]([O-:50])=[O:49])=[CH:44][CH:43]=1)=[O:40].C(N(CC)CC)C, predict the reaction product. The product is: [C:1]([O:20][CH2:21][CH2:22][O:23][C:24]1[CH:29]=[C:28]([N+:30]([O-:32])=[O:31])[C:27]([CH:33]([O:35][C:39]([O:41][C:42]2[CH:43]=[CH:44][C:45]([N+:48]([O-:50])=[O:49])=[CH:46][CH:47]=2)=[O:40])[CH3:34])=[CH:26][C:25]=1[O:36][CH3:37])(=[O:19])[CH2:2][CH2:3][CH2:4][CH2:5][CH2:6][CH2:7][CH2:8][CH2:9][CH2:10][CH2:11][CH2:12][CH2:13][CH2:14][CH2:15][CH2:16][CH2:17][CH3:18]. (3) Given the reactants [C:1]([OH:9])(=O)[C:2]1[CH:7]=[CH:6][CH:5]=[CH:4][CH:3]=1.[Cl:10][C:11]1[NH:19][C:18]2[C:17](=[O:20])[N:16]([CH2:21][CH2:22][CH2:23][CH2:24]/[C:25](=[N:28]/[H])/[NH:26]O)[C:15](=[O:30])[N:14]([CH2:31][CH2:32][CH3:33])[C:13]=2[N:12]=1, predict the reaction product. The product is: [Cl:10][C:11]1[NH:19][C:18]2[C:17](=[O:20])[N:16]([CH2:21][CH2:22][CH2:23][CH2:24][C:25]3[N:26]=[C:1]([C:2]4[CH:3]=[CH:4][CH:5]=[CH:6][CH:7]=4)[O:9][N:28]=3)[C:15](=[O:30])[N:14]([CH2:31][CH2:32][CH3:33])[C:13]=2[N:12]=1. (4) Given the reactants [CH3:1][O:2][C:3](=[O:16])[C@H:4]([CH3:15])[N:5]([C:8]1[CH:13]=[CH:12][C:11](Cl)=[CH:10]C=1)C=O.[C:17](Cl)(=O)C(Cl)=O.Cl.Cl[CH2:25][Cl:26], predict the reaction product. The product is: [Cl:26][C:25]1[CH:17]=[C:13]2[C:12]([CH:15]=[C:4]([C:3]([O:2][CH3:1])=[O:16])[N:5]=[CH:8]2)=[CH:11][CH:10]=1.